This data is from Reaction yield outcomes from USPTO patents with 853,638 reactions. The task is: Predict the reaction yield, written as a fraction of the theoretical maximum amount of product (1.0 means a 100% yield; for example, 0.34 means a 34% yield). The reactants are N(C(OC(C)(C)C)=O)=NC(OC(C)(C)C)=O.C1(P(C2C=CC=CC=2)C2C=CC=CC=2)C=CC=CC=1.O[CH2:37][CH2:38][NH:39][C:40](=[O:46])[O:41][C:42]([CH3:45])([CH3:44])[CH3:43].[Si:47]([O:54][C:55]1[NH:59][N:58]=[C:57]([C:60]([O:62][CH2:63][CH3:64])=[O:61])[CH:56]=1)([C:50]([CH3:53])([CH3:52])[CH3:51])([CH3:49])[CH3:48]. The catalyst is C1COCC1. The product is [C:42]([O:41][C:40]([NH:39][CH2:38][CH2:37][N:58]1[C:57]([C:60]([O:62][CH2:63][CH3:64])=[O:61])=[CH:56][C:55]([O:54][Si:47]([C:50]([CH3:51])([CH3:53])[CH3:52])([CH3:49])[CH3:48])=[N:59]1)=[O:46])([CH3:45])([CH3:44])[CH3:43]. The yield is 0.940.